Dataset: Catalyst prediction with 721,799 reactions and 888 catalyst types from USPTO. Task: Predict which catalyst facilitates the given reaction. (1) Reactant: [CH2:1]([N:8]1[CH2:13][CH2:12][CH2:11][CH:10]([C:14](OCC)=[O:15])[CH2:9]1)[C:2]1[CH:7]=[CH:6][CH:5]=[CH:4][CH:3]=1.[H-].[Al+3].[Li+].[H-].[H-].[H-]. Product: [CH2:1]([N:8]1[CH2:13][CH2:12][CH2:11][CH:10]([CH2:14][OH:15])[CH2:9]1)[C:2]1[CH:7]=[CH:6][CH:5]=[CH:4][CH:3]=1. The catalyst class is: 7. (2) Reactant: [NH:1]([C:5]1[CH:6]=[C:7]([CH:11]=[CH:12][CH:13]=1)[C:8]([NH2:10])=[O:9])[C:2]([NH2:4])=[S:3].Br[CH2:15][C:16]([C:18]1[S:22][C:21]([CH3:23])=[N:20][C:19]=1[CH3:24])=O.Br. Product: [CH3:23][C:21]1[S:22][C:18]([C:16]2[N:4]=[C:2]([NH:1][C:5]3[CH:6]=[C:7]([CH:11]=[CH:12][CH:13]=3)[C:8]([NH2:10])=[O:9])[S:3][CH:15]=2)=[C:19]([CH3:24])[N:20]=1. The catalyst class is: 14. (3) Reactant: [F:1][C:2]1[CH:7]=[CH:6][C:5]([CH3:8])=[CH:4][C:3]=1[NH:9][C:10]([NH:12][C:13]1[CH:39]=[CH:38][C:16]([O:17][C:18]2[CH:23]=[CH:22][N:21]=[C:20]([C:24]3[NH:28][CH:27]=[C:26]([C:29]([NH:31][CH2:32][CH2:33][CH2:34][C:35]([OH:37])=O)=[O:30])[CH:25]=3)[CH:19]=2)=[CH:15][CH:14]=1)=[O:11].CN(C(ON1N=NC2C=CC=NC1=2)=[N+](C)C)C.F[P-](F)(F)(F)(F)F.C(N(CC)C(C)C)(C)C.[NH:73]1[CH2:77][CH2:76][C@@H:75]([OH:78])[CH2:74]1.Cl. Product: [F:1][C:2]1[CH:7]=[CH:6][C:5]([CH3:8])=[CH:4][C:3]=1[NH:9][C:10]([NH:12][C:13]1[CH:39]=[CH:38][C:16]([O:17][C:18]2[CH:23]=[CH:22][N:21]=[C:20]([C:24]3[NH:28][CH:27]=[C:26]([C:29]([NH:31][CH2:32][CH2:33][CH2:34][C:35]([N:73]4[CH2:77][CH2:76][CH:75]([OH:78])[CH2:74]4)=[O:37])=[O:30])[CH:25]=3)[CH:19]=2)=[CH:15][CH:14]=1)=[O:11]. The catalyst class is: 18. (4) Product: [CH:31]1([CH2:30][O:29][C:21]2[CH:20]=[C:19]([C:18]3[N:13]4[N:12]=[C:11]([C:8]5[CH:9]=[CH:10][C:5]([C:3]([OH:4])=[O:2])=[N:6][CH:7]=5)[N:34]=[C:14]4[N:15]=[CH:16][CH:17]=3)[CH:24]=[CH:23][C:22]=2[O:25][CH:26]([F:27])[F:28])[CH2:33][CH2:32]1. The catalyst class is: 5. Reactant: C[O:2][C:3]([C:5]1[CH:10]=[CH:9][C:8]([C:11]2[N:34]=[C:14]3[N:15]=[CH:16][CH:17]=[C:18]([C:19]4[CH:24]=[CH:23][C:22]([O:25][CH:26]([F:28])[F:27])=[C:21]([O:29][CH2:30][CH:31]5[CH2:33][CH2:32]5)[CH:20]=4)[N:13]3[N:12]=2)=[CH:7][N:6]=1)=[O:4].[Li+].[OH-].Cl. (5) Reactant: [S:1]1[C:5]2=[N:6][CH:7]=[CH:8][CH:9]=[C:4]2[CH:3]=[CH:2]1.C([O-])(O)=O.[Na+].OP([O-])([O-])=O.[K+].[K+].[O-]S([O-])(=O)=O.[Mg+2].[Br:28]Br. Product: [Br:28][C:3]1[C:4]2[C:5](=[N:6][CH:7]=[CH:8][CH:9]=2)[S:1][CH:2]=1. The catalyst class is: 232. (6) Reactant: CCN(C(C)C)C(C)C.[O:10]1[C:14]2[CH:15]=[CH:16][C:17]([C:19]3[NH:23][N:22]=[C:21]([C:24]([OH:26])=O)[CH:20]=3)=[CH:18][C:13]=2[O:12][CH2:11]1.C1C=CC2N(O)N=NC=2C=1.CCN=C=NCCCN(C)C.Cl.[NH2:49][CH2:50][C:51]([N:53]1[CH2:58][CH2:57][N:56]([C:59](=[O:70])[C:60]2[CH:65]=[CH:64][CH:63]=[CH:62][C:61]=2[C:66]([F:69])([F:68])[F:67])[CH2:55][CH2:54]1)=[O:52]. Product: [O:52]=[C:51]([N:53]1[CH2:54][CH2:55][N:56]([C:59](=[O:70])[C:60]2[CH:65]=[CH:64][CH:63]=[CH:62][C:61]=2[C:66]([F:69])([F:68])[F:67])[CH2:57][CH2:58]1)[CH2:50][NH:49][C:24]([C:21]1[CH:20]=[C:19]([C:17]2[CH:16]=[CH:15][C:14]3[O:10][CH2:11][O:12][C:13]=3[CH:18]=2)[NH:23][N:22]=1)=[O:26]. The catalyst class is: 18.